Dataset: Antibody developability classification from SAbDab with 2,409 antibodies. Task: Regression/Classification. Given an antibody's heavy chain and light chain sequences, predict its developability. TAP uses regression for 5 developability metrics; SAbDab uses binary classification. (1) The antibody is ['QVKLVQSGAEVKKPGASVKVSCKASGYTFSSYWIAWVRQAPGQGLEWIGEILPGSGSTNYAQKFQGRATMTADTSTSTVYMELSSLRSEDTAVYYCARFPYYYGNWDVWGQGTTVTVSS', 'DIQMTQSPSSLSASVGDRVTITCQASQDIWWYLNWYQQKPGKAPKLLIYYTSRLHSGVPSRFSGSGSGTDYTFTISSLQPEDIATYYCQQGFYLPWTFGGGTKVEIK']. Result: 0 (not developable). (2) The antibody is ['QVQLVQSGAEVKKPGASVTVSCQASGYTFTNYYVHWVRQAPGQGLQLMGWIDPSWGRTNYAQNFQGRITMTRDTSTSTVYMEMRSLRSEDTAVYYCARNVATEGSLLHYDYWGQGTLVTVSA', 'EIVLTQSPATLSVSPGERATLSCRASQSVRSNLAWYQQRPGQAPRLLIYGTSTRATGVPARFSGRGSGTEFTLAISSMQSEDFAVYLCLQYNNWWTFGQGTKVEIK']. Result: 0 (not developable). (3) The antibody is ['VQLQQSGPVLVKPGGSVKMSCKASEYTLTSYLFQWVKQKSGQGLEWIGYIYPYNGGTRYNEKFRGKATLTSDKSSNTAYLELSSLTSEDSAVYYCARSSMSDPGANWGPGTLVTVSS', 'DIQMTQSPSSLSASLGERVSLTCRASQEISGYLYWLQQKPDGTIKRLIYAGSTLDSGVPKRFSGSRSGSDYSLTISSLESEDFADYYCLQYASYPRTFGGGTKVEIK']. Result: 0 (not developable). (4) Result: 0 (not developable). The antibody is ['QVQLQQPGAELVKPGASVKLSCKTSGYTFPYYWMHWVNQRPGRGLEWIGRIDPNGGGTRYSEKFKSKATLTVDKPSNTAYMQLSSLTSEDSAVYYCARGKLGQHFDYWGQGTALTVSS', 'QAVVTQESALTTSPGETVTLTCRSSTGAVTTSNYVNWVQEKPDHLFTGLVYSTNSRVPGVPARFSGSLIGDKAALTITGAQAEDEAIYFCTLWYSNHWVFGGGTKLTVL']. (5) The antibody is ['QVHLSQSGAAVTKPGASVRVSCEASGYKISDHFIHWWRQAPGQGLQWVGWINPKTGQPNNPRQFQGRVSLTRQASWDFDTYSFYMDLKAVRSDDTAIYFCARQRSDFWDFDVWGSGTQVTVSS', 'DIQMTQSPSSLSARVGDTVTITCQANGYLNWYQQRRGKAPKLLIYDGSKLERGVPARFSGRRWGQEYNLTINNLQPEDVATYFCQVYEFIVPGTRLDLK']. Result: 0 (not developable). (6) The antibody is ['EVQLQQSGAELVKPGASVKLSCTASGFNIKDTYMHWVKQRPEKGLEWIGRIDPASGNTKYDPKFQDKATITADTSSNTAYLQLSSLTSEDTAVYYCAGYDYGNFDYWGQGTTLTVSS', 'DIQMTQSPASLSASVGETVTITCRASGNIHNYLAWYQQKQGKSPQLLVYNAKTLADGVPSRFSGSGSGTQYSLKINSLQPEDFGSYYCQHFWSTPWTFGGGTKLEIK']. Result: 1 (developable). (7) The antibody is ['QVQLQQSGTELMKPGSSVKISCKATGYRFSSYWVEWVKQRPGHGLEWIGKILPGIGSTSYNEKFKGKATFTADTSSNTAYMQLSSLTSEDSAVYYCARGYYGPTWFAYWGQGTLVTVSS', 'QIVLTQSPVIMSASLGEEITLTCSASSSVSYMHWYQQKSGTSPKLLIYSTSNLASGVPSRFSGSGSGTFYSLTISSVEAEDAADYYCHQWSGFYTFGGGTKLEIQ']. Result: 0 (not developable). (8) The antibody is ['QVQLVQSGAEVKKPGSSVKVSCKASGGTFSSYAISWVRQAPGQGLEWMGGIIPIFGTANYAQKFQGRVTITADESTSTAYMELSSLRSEDTAVYYCAREPDYYDSSGYYPIDAFDIWGQGTTVTVSS', 'QSALTQPASVSASPGQSITISCTGTSSDVGAYDWVSWYQQHPGKAPKLLIFDVNNRPSGVSHRFSGSKSGNTASLTISGLQAEDEADYYCASATLLDTYVFGTGTKVTVL']. Result: 0 (not developable). (9) The antibody is ['EVKLEESGGGLVQPGGSMKLSCVASRFTLSKYWMNWVRQSPEKGLEWVAQIRLKSDNYATHYAESVKGRFTISRDDSKSSVYLQMNNLRAEDTGIYYCTGEIFVNWGQGTLVTVSA', 'DIVMTQAAPSVPVTPGESVSISCRSSKSLLHSNGNTYLYWFLQRPGQSPQLLIYRMSNLASGVPDRFSGSGSGTAFTLRISRVEAEDVGVYYCMQHLEYPFTFGAGTKLELK']. Result: 0 (not developable). (10) The antibody is ['DVQLQESGPSLVKPSQTLSLTCSVTGDSITSDYWSWIRKFPGNRLEYMGYVSSFGSTFYNPSLKSRISITRDTSKNQYYLDLNSVTTEDTATYYCANWDGDYWGQGTLVTVSA', 'PROT_5A288C7C']. Result: 0 (not developable).